From a dataset of NCI-60 drug combinations with 297,098 pairs across 59 cell lines. Regression. Given two drug SMILES strings and cell line genomic features, predict the synergy score measuring deviation from expected non-interaction effect. (1) Drug 1: CS(=O)(=O)C1=CC(=C(C=C1)C(=O)NC2=CC(=C(C=C2)Cl)C3=CC=CC=N3)Cl. Drug 2: C1=NC2=C(N1)C(=S)N=C(N2)N. Cell line: MDA-MB-435. Synergy scores: CSS=11.5, Synergy_ZIP=3.90, Synergy_Bliss=7.23, Synergy_Loewe=-16.3, Synergy_HSA=0.566. (2) Drug 1: CC12CCC(CC1=CCC3C2CCC4(C3CC=C4C5=CN=CC=C5)C)O. Cell line: HOP-92. Synergy scores: CSS=3.06, Synergy_ZIP=0.628, Synergy_Bliss=-0.396, Synergy_Loewe=-0.981, Synergy_HSA=-1.71. Drug 2: CNC(=O)C1=CC=CC=C1SC2=CC3=C(C=C2)C(=NN3)C=CC4=CC=CC=N4. (3) Drug 1: C1=C(C(=O)NC(=O)N1)N(CCCl)CCCl. Drug 2: CCCCC(=O)OCC(=O)C1(CC(C2=C(C1)C(=C3C(=C2O)C(=O)C4=C(C3=O)C=CC=C4OC)O)OC5CC(C(C(O5)C)O)NC(=O)C(F)(F)F)O. Cell line: MCF7. Synergy scores: CSS=20.6, Synergy_ZIP=-7.19, Synergy_Bliss=-2.32, Synergy_Loewe=-1.07, Synergy_HSA=-1.35. (4) Drug 1: C1=CC(=C2C(=C1NCCNCCO)C(=O)C3=C(C=CC(=C3C2=O)O)O)NCCNCCO. Drug 2: C1=NC2=C(N=C(N=C2N1C3C(C(C(O3)CO)O)O)F)N. Cell line: NCI-H460. Synergy scores: CSS=36.5, Synergy_ZIP=-0.882, Synergy_Bliss=-5.16, Synergy_Loewe=-34.5, Synergy_HSA=-4.74. (5) Drug 1: C1=NNC2=C1C(=O)NC=N2. Drug 2: CC1C(C(CC(O1)OC2CC(CC3=C2C(=C4C(=C3O)C(=O)C5=CC=CC=C5C4=O)O)(C(=O)C)O)N)O. Cell line: HCC-2998. Synergy scores: CSS=64.7, Synergy_ZIP=-4.18, Synergy_Bliss=-0.832, Synergy_Loewe=-24.4, Synergy_HSA=0.383.